Dataset: Full USPTO retrosynthesis dataset with 1.9M reactions from patents (1976-2016). Task: Predict the reactants needed to synthesize the given product. Given the product [Br-:41].[OH:10][C:9]([C:21]1[CH:30]=[CH:29][C:28]2[C:23](=[CH:24][CH:25]=[CH:26][CH:27]=2)[CH:22]=1)([C:11]1[CH:20]=[CH:19][C:18]2[C:13](=[CH:14][CH:15]=[CH:16][CH:17]=2)[CH:12]=1)[C:4]12[CH2:3][CH2:2][N+:1]([CH2:40][CH2:39][O:38][CH2:37][C:31]3[CH:36]=[CH:35][CH:34]=[CH:33][CH:32]=3)([CH2:6][CH2:5]1)[CH2:8][CH2:7]2, predict the reactants needed to synthesize it. The reactants are: [N:1]12[CH2:8][CH2:7][C:4]([C:9]([C:21]3[CH:30]=[CH:29][C:28]4[C:23](=[CH:24][CH:25]=[CH:26][CH:27]=4)[CH:22]=3)([C:11]3[CH:20]=[CH:19][C:18]4[C:13](=[CH:14][CH:15]=[CH:16][CH:17]=4)[CH:12]=3)[OH:10])([CH2:5][CH2:6]1)[CH2:3][CH2:2]2.[C:31]1([CH2:37][O:38][CH2:39][CH2:40][Br:41])[CH:36]=[CH:35][CH:34]=[CH:33][CH:32]=1.